Dataset: Reaction yield outcomes from USPTO patents with 853,638 reactions. Task: Predict the reaction yield, written as a fraction of the theoretical maximum amount of product (1.0 means a 100% yield; for example, 0.34 means a 34% yield). (1) The product is [C:1]([C:5]1[CH:9]=[C:8]([NH:10][C:11](=[O:46])[NH:12][C:13]2[C:22]3[C:17](=[CH:18][CH:19]=[CH:20][CH:21]=3)[C:16]([O:23][CH2:24][C:25]3[CH:30]=[CH:29][N:28]=[C:27]([NH:31][C:32](=[O:45])[C:33]([CH3:35])([NH:36][CH3:37])[CH3:34])[CH:26]=3)=[CH:15][CH:14]=2)[N:7]([C:47]2[CH:48]=[CH:49][C:50]([CH3:53])=[CH:51][CH:52]=2)[N:6]=1)([CH3:2])([CH3:3])[CH3:4]. The catalyst is C(Cl)Cl.C(O)(C(F)(F)F)=O. The yield is 0.890. The reactants are [C:1]([C:5]1[CH:9]=[C:8]([NH:10][C:11](=[O:46])[NH:12][C:13]2[C:22]3[C:17](=[CH:18][CH:19]=[CH:20][CH:21]=3)[C:16]([O:23][CH2:24][C:25]3[CH:30]=[CH:29][N:28]=[C:27]([NH:31][C:32](=[O:45])[C:33]([N:36](C)[C:37](=O)OC(C)(C)C)([CH3:35])[CH3:34])[CH:26]=3)=[CH:15][CH:14]=2)[N:7]([C:47]2[CH:52]=[CH:51][C:50]([CH3:53])=[CH:49][CH:48]=2)[N:6]=1)([CH3:4])([CH3:3])[CH3:2]. (2) The reactants are [Cl:1][C:2]1[N:3]=[CH:4][CH:5]=[C:6]2[CH:10]=[C:9](I)[O:8][C:7]=12.[F:12][C:13]([F:28])([F:27])[C:14]1[CH:15]=[C:16](B(O)O)[CH:17]=[C:18]([C:20]([F:23])([F:22])[F:21])[CH:19]=1.C([O-])([O-])=O.[K+].[K+]. The catalyst is Cl[Pd](Cl)([P](C1C=CC=CC=1)(C1C=CC=CC=1)C1C=CC=CC=1)[P](C1C=CC=CC=1)(C1C=CC=CC=1)C1C=CC=CC=1.O1CCOCC1.O. The product is [F:12][C:13]([F:27])([F:28])[C:14]1[CH:15]=[C:16]([C:9]2[O:8][C:7]3=[C:2]([Cl:1])[N:3]=[CH:4][CH:5]=[C:6]3[CH:10]=2)[CH:17]=[C:18]([C:20]([F:21])([F:22])[F:23])[CH:19]=1. The yield is 0.740.